The task is: Predict the reaction yield, written as a fraction of the theoretical maximum amount of product (1.0 means a 100% yield; for example, 0.34 means a 34% yield).. This data is from Reaction yield outcomes from USPTO patents with 853,638 reactions. (1) The catalyst is O.CO. The product is [CH:1]1[CH:2]=[CH:3][N:4]=[C:5]([C@@H:7]([O:15][CH:16]2[CH2:17][CH2:18][N:19]([CH2:22][CH2:23][CH2:24][C:25]([OH:27])=[O:26])[CH2:20][CH2:21]2)[C:8]2[CH:9]=[CH:10][C:11]([Cl:14])=[CH:12][CH:13]=2)[CH:6]=1.[Ca:31]. The yield is 0.780. The reactants are [CH:1]1[CH:2]=[CH:3][N:4]=[C:5]([C@@H:7]([O:15][CH:16]2[CH2:21][CH2:20][N:19]([CH2:22][CH2:23][CH2:24][C:25]([OH:27])=[O:26])[CH2:18][CH2:17]2)[C:8]2[CH:9]=[CH:10][C:11]([Cl:14])=[CH:12][CH:13]=2)[CH:6]=1.[OH-].[Na+].[Cl-].[Ca+2:31].[Cl-]. (2) The reactants are N1C=CC=CC=1.[CH2:7]([N:11]1[CH:16]=[CH:15][C:14]([OH:17])=[C:13]([Cl:18])[C:12]1=[O:19])[CH2:8][CH2:9][CH3:10].[F:20][C:21]([F:34])([F:33])[S:22](O[S:22]([C:21]([F:34])([F:33])[F:20])(=[O:24])=[O:23])(=[O:24])=[O:23]. The catalyst is C(Cl)Cl. The product is [CH2:7]([N:11]1[CH:16]=[CH:15][C:14]([O:17][S:22]([C:21]([F:34])([F:33])[F:20])(=[O:24])=[O:23])=[C:13]([Cl:18])[C:12]1=[O:19])[CH2:8][CH2:9][CH3:10]. The yield is 1.00. (3) The reactants are FC(F)(F)C(O)=O.[CH3:8][O:9][C:10]([C:12]1[N:13]([C:17]([C:24]([O:26]C(C)(C)C)=[O:25])([CH3:23])[CH2:18][CH2:19][CH:20]([CH3:22])[CH3:21])[CH:14]=[CH:15][CH:16]=1)=[O:11].C1(C)C=CC=CC=1. The yield is 0.890. The product is [CH3:8][O:9][C:10]([C:12]1[N:13]([C:17]([C:24]([OH:26])=[O:25])([CH3:23])[CH2:18][CH2:19][CH:20]([CH3:22])[CH3:21])[CH:14]=[CH:15][CH:16]=1)=[O:11]. The catalyst is ClCCl. (4) The reactants are C([C@:18]([NH2:26])([CH:22]1[CH2:25][CH2:24][CH2:23]1)[C:19](O)=O)(OCC1C2C(=CC=CC=2)C2C1=CC=CC=2)=O.C[O:28][C:29](=O)[C@H:30]([CH2:32][CH:33]([CH3:35])[CH3:34])[NH2:31].C([C@@H]1NC[C@H](CC(C)C)NC1=O)C(C)C. No catalyst specified. The product is [CH:22]1([C@@H:18]2[NH:26][C:29](=[O:28])[C@H:30]([CH2:32][CH:33]([CH3:35])[CH3:34])[NH:31][CH2:19]2)[CH2:23][CH2:24][CH2:25]1. The yield is 0.261. (5) The reactants are [F:1][C:2]1[CH:7]=[CH:6][C:5]([CH2:8][C:9](Cl)=[O:10])=[CH:4][CH:3]=1.[CH3:12][C:13]1(C)[O:18]C(=O)[CH2:16][C:15](=O)[O:14]1.CCN(C(C)C)C(C)C. The catalyst is C(Cl)Cl. The product is [F:1][C:2]1[CH:7]=[CH:6][C:5]([CH2:8][C:9](=[O:10])[CH2:12][C:13]([O:14][CH2:15][CH3:16])=[O:18])=[CH:4][CH:3]=1. The yield is 0.868. (6) The reactants are CC1(C)C(C)(C)OB([C:9]2[CH:14]=[CH:13][N:12]=[CH:11][CH:10]=2)O1.[CH2:16]([N:18]1[CH:22]=[C:21](I)[C:20]([C:24]2[S:25][CH:26]=[CH:27][CH:28]=2)=[N:19]1)[CH3:17].C(=O)([O-])[O-].[Na+].[Na+]. The catalyst is O1CCOCC1. The product is [CH2:16]([N:18]1[CH:22]=[C:21]([C:9]2[CH:10]=[CH:11][N:12]=[CH:13][CH:14]=2)[C:20]([C:24]2[S:25][CH:26]=[CH:27][CH:28]=2)=[N:19]1)[CH3:17]. The yield is 0.820. (7) The reactants are [Br:1][C:2]1[CH:7]=[CH:6][C:5]([C@@H:8]([N:10]2[CH2:15][CH2:14][C@:13]([CH2:22][CH2:23][CH2:24][OH:25])([C:16]3[CH:21]=[CH:20][CH:19]=[CH:18][CH:17]=3)[O:12][C:11]2=[O:26])[CH3:9])=[CH:4][CH:3]=1.CCN(CC)CC.[CH3:34][S:35](Cl)(=[O:37])=[O:36]. The catalyst is C(Cl)Cl. The product is [CH3:34][S:35]([O:25][CH2:24][CH2:23][CH2:22][C@@:13]1([C:16]2[CH:17]=[CH:18][CH:19]=[CH:20][CH:21]=2)[O:12][C:11](=[O:26])[N:10]([C@H:8]([C:5]2[CH:6]=[CH:7][C:2]([Br:1])=[CH:3][CH:4]=2)[CH3:9])[CH2:15][CH2:14]1)(=[O:37])=[O:36]. The yield is 0.980.